Task: Predict which catalyst facilitates the given reaction.. Dataset: Catalyst prediction with 721,799 reactions and 888 catalyst types from USPTO (1) Reactant: [NH:1]1[CH2:6][CH2:5][CH:4]([NH:7][C:8](=[O:14])[O:9][C:10]([CH3:13])([CH3:12])[CH3:11])[CH2:3][CH2:2]1.C[Si]([N:19]=[C:20]=[O:21])(C)C. Product: [NH2:19][C:20]([N:1]1[CH2:2][CH2:3][CH:4]([NH:7][C:8](=[O:14])[O:9][C:10]([CH3:11])([CH3:13])[CH3:12])[CH2:5][CH2:6]1)=[O:21]. The catalyst class is: 326. (2) Reactant: [C:1]([NH:5][S:6]([CH2:9][CH2:10][CH2:11][CH2:12][OH:13])(=[O:8])=[O:7])([CH3:4])([CH3:3])[CH3:2].[C:14](OC(=O)C)(=[O:16])[CH3:15]. Product: [C:1]([NH:5][S:6]([CH2:9][CH2:10][CH2:11][CH2:12][O:13][C:14](=[O:16])[CH3:15])(=[O:7])=[O:8])([CH3:4])([CH3:3])[CH3:2]. The catalyst class is: 17. (3) Reactant: CCN=C=NCCCN(C)C.ON1C2C=CC=CC=2N=N1.[N:22]1[CH:27]=[CH:26][CH:25]=[CH:24][C:23]=1[C:28]([OH:30])=O.Cl.[CH3:32][NH:33][O:34][CH3:35]. Product: [CH3:35][O:34][N:33]([CH3:32])[C:28](=[O:30])[C:23]1[CH:24]=[CH:25][CH:26]=[CH:27][N:22]=1. The catalyst class is: 289. (4) Reactant: [N:1]1([CH2:7][C:8]2[N:16]3[C:11]([C:12]([NH2:17])=[N:13][CH:14]=[N:15]3)=[CH:10][CH:9]=2)[CH2:6][CH2:5][O:4][CH2:3][CH2:2]1.[Br:18]N1C(C)(C)C(=O)N(Br)C1=O. Product: [Br:18][C:10]1[CH:9]=[C:8]([CH2:7][N:1]2[CH2:6][CH2:5][O:4][CH2:3][CH2:2]2)[N:16]2[C:11]=1[C:12]([NH2:17])=[N:13][CH:14]=[N:15]2. The catalyst class is: 1. (5) Reactant: [H-].[Al+3].[Li+].[H-].[H-].[H-].[CH:7]([CH:10]1[NH:16][CH2:15][CH2:14][NH:13][C:12](=O)[CH2:11]1)([CH3:9])[CH3:8].[Na].C(C(C(C([O-])=O)O)O)([O-])=O.[K+].[K+]. The catalyst class is: 7. Product: [CH:7]([CH:10]1[CH2:11][CH2:12][NH:13][CH2:14][CH2:15][NH:16]1)([CH3:9])[CH3:8]. (6) Reactant: C([O:3][C:4](=[O:35])[C:5]1[CH:10]=[CH:9][C:8]([O:11][C:12]2[CH:17]=[CH:16][C:15]([CH2:18][N:19]([C:28]([O:30][C:31]([CH3:34])([CH3:33])[CH3:32])=[O:29])[CH2:20][CH2:21][C:22]3[CH:27]=[CH:26][CH:25]=[CH:24][CH:23]=3)=[CH:14][CH:13]=2)=[N:7][CH:6]=1)C.CO.[OH-].[Na+]. Product: [C:31]([O:30][C:28]([N:19]([CH2:18][C:15]1[CH:14]=[CH:13][C:12]([O:11][C:8]2[CH:9]=[CH:10][C:5]([C:4]([OH:35])=[O:3])=[CH:6][N:7]=2)=[CH:17][CH:16]=1)[CH2:20][CH2:21][C:22]1[CH:23]=[CH:24][CH:25]=[CH:26][CH:27]=1)=[O:29])([CH3:34])([CH3:32])[CH3:33]. The catalyst class is: 1. (7) Reactant: [CH3:1][O:2][CH:3]1[CH2:6][N:5]([C:7]2[N:12]=[CH:11][C:10]([C:13]([O:15]C)=[O:14])=[CH:9][N:8]=2)[CH2:4]1.[Li+].[OH-].Cl. Product: [CH3:1][O:2][CH:3]1[CH2:4][N:5]([C:7]2[N:8]=[CH:9][C:10]([C:13]([OH:15])=[O:14])=[CH:11][N:12]=2)[CH2:6]1. The catalyst class is: 20. (8) Product: [Cl:1][C:2]1[NH:10][C:9]2[C:8](=[O:11])[N:7]([CH2:12][CH2:13][CH2:14][C:15]3[CH:20]=[CH:19][CH:18]=[C:17]([OH:21])[CH:16]=3)[C:6](=[O:23])[N:5]([CH2:24][CH2:25][CH2:26][CH2:27][CH3:28])[C:4]=2[N:3]=1. Reactant: [Cl:1][C:2]1[NH:10][C:9]2[C:8](=[O:11])[N:7]([CH2:12][CH2:13][CH2:14][C:15]3[CH:20]=[CH:19][CH:18]=[C:17]([O:21]C)[CH:16]=3)[C:6](=[O:23])[N:5]([CH2:24][CH2:25][CH2:26][CH2:27][CH3:28])[C:4]=2[N:3]=1. The catalyst class is: 781. (9) Reactant: [CH:1]1([C:7]2[C:8]3[CH:9]=[CH:10][C:11]([C:39]([NH2:41])=[O:40])=[CH:12][C:13]=3[N:14]3[CH2:20][C:19]([C:21]([N:23]4[CH2:28][CH2:27][CH:26]([N:29]5[CH2:34][CH2:33][O:32][CH2:31][CH2:30]5)[CH2:25][CH2:24]4)=[O:22])=[CH:18][C:17]4[CH:35]=[CH:36][CH:37]=[CH:38][C:16]=4[C:15]=23)[CH2:6][CH2:5][CH2:4][CH2:3][CH2:2]1.C1(C2C3C=CC(C(O)=O)=CC=3N3C[C:60]([C:62]([N:64]4[CH2:69]CC(N5CCOCC5)C[CH2:65]4)=[O:63])=CC4C=CC=CC=4C=23)CCCCC1.C(N(CC)C(C)C)(C)C.Cl.Cl.NCCC1NC2C=CC=CC=2N=1.Cl.CN(C)CCCN=C=NCC.ON1C2C=CC=CC=2N=N1. Product: [CH:1]1([C:7]2[C:8]3[CH:9]=[CH:10][C:11]([C:39]([NH:41][CH2:60][C:62]([N:64]([CH3:69])[CH3:65])=[O:63])=[O:40])=[CH:12][C:13]=3[N:14]3[CH2:20][C:19]([C:21]([N:23]4[CH2:28][CH2:27][CH:26]([N:29]5[CH2:34][CH2:33][O:32][CH2:31][CH2:30]5)[CH2:25][CH2:24]4)=[O:22])=[CH:18][C:17]4[CH:35]=[CH:36][CH:37]=[CH:38][C:16]=4[C:15]=23)[CH2:2][CH2:3][CH2:4][CH2:5][CH2:6]1. The catalyst class is: 2.